Dataset: Forward reaction prediction with 1.9M reactions from USPTO patents (1976-2016). Task: Predict the product of the given reaction. (1) Given the reactants Br[C:2]1[C:11]2[C:6](=[CH:7][CH:8]=[CH:9][CH:10]=2)[CH:5]=[CH:4][C:3]=1[CH:12]([F:14])[F:13].C([Li])CCC.CN(C)[CH:22]=[O:23].[Cl-].[NH4+], predict the reaction product. The product is: [F:13][CH:12]([F:14])[C:3]1[CH:4]=[CH:5][C:6]2[C:11](=[CH:10][CH:9]=[CH:8][CH:7]=2)[C:2]=1[CH:22]=[O:23]. (2) Given the reactants [S:1]1[CH:5]=[CH:4][CH:3]=[C:2]1[CH:6]([SH:10])[C:7]([OH:9])=[O:8].[Cl:11]N1C(=O)CCC1=O, predict the reaction product. The product is: [Cl:11][C:5]1[S:1][C:2]([CH:6]([SH:10])[C:7]([OH:9])=[O:8])=[CH:3][CH:4]=1. (3) Given the reactants [C:1]1(=[O:8])[NH:7][CH2:6][CH2:5][CH2:4][CH2:3][CH2:2]1.[S-:9][C:10]#[N:11].[NH4+:12], predict the reaction product. The product is: [C:1]1(=[O:8])[NH:7][CH2:6][CH2:5][CH2:4][CH2:3][CH2:2]1.[S-:9][C:10]#[N:11].[NH4+:12]. (4) Given the reactants [C:1]([C:4]1[CH:5]=[CH:6][C:7]([N:14]([CH3:26])[CH:15]2[CH2:18][N:17]([C:19]([O:21][C:22]([CH3:25])([CH3:24])[CH3:23])=[O:20])[CH2:16]2)=[C:8]2[C:12]=1[NH:11][C:10](I)=[CH:9]2)(=[O:3])[NH2:2].[CH2:27]([OH:32])/[CH:28]=[CH:29]\[CH2:30]O.C([O-])(O)=O.[Na+], predict the reaction product. The product is: [C:1]([C:4]1[CH:5]=[CH:6][C:7]([N:14]([CH3:26])[CH:15]2[CH2:18][N:17]([C:19]([O:21][C:22]([CH3:25])([CH3:24])[CH3:23])=[O:20])[CH2:16]2)=[C:8]2[C:12]=1[NH:11][C:10]([CH:29]1[CH:28]=[CH:27][O:32][CH2:30]1)=[CH:9]2)(=[O:3])[NH2:2].